The task is: Regression. Given two drug SMILES strings and cell line genomic features, predict the synergy score measuring deviation from expected non-interaction effect.. This data is from NCI-60 drug combinations with 297,098 pairs across 59 cell lines. (1) Drug 1: CC1OCC2C(O1)C(C(C(O2)OC3C4COC(=O)C4C(C5=CC6=C(C=C35)OCO6)C7=CC(=C(C(=C7)OC)O)OC)O)O. Drug 2: CC1=C2C(C(=O)C3(C(CC4C(C3C(C(C2(C)C)(CC1OC(=O)C(C(C5=CC=CC=C5)NC(=O)OC(C)(C)C)O)O)OC(=O)C6=CC=CC=C6)(CO4)OC(=O)C)O)C)O. Cell line: NCI-H322M. Synergy scores: CSS=17.5, Synergy_ZIP=-9.21, Synergy_Bliss=-5.47, Synergy_Loewe=-18.4, Synergy_HSA=-4.37. (2) Drug 1: CN(C)C1=NC(=NC(=N1)N(C)C)N(C)C. Drug 2: C1CN1P(=S)(N2CC2)N3CC3. Cell line: K-562. Synergy scores: CSS=5.07, Synergy_ZIP=-2.55, Synergy_Bliss=-7.71, Synergy_Loewe=-25.0, Synergy_HSA=-11.4. (3) Drug 1: C1CC(=O)NC(=O)C1N2CC3=C(C2=O)C=CC=C3N. Drug 2: CN1C(=O)N2C=NC(=C2N=N1)C(=O)N. Cell line: OVCAR3. Synergy scores: CSS=-5.94, Synergy_ZIP=-0.0242, Synergy_Bliss=-5.31, Synergy_Loewe=-5.87, Synergy_HSA=-6.45. (4) Drug 1: CC1OCC2C(O1)C(C(C(O2)OC3C4COC(=O)C4C(C5=CC6=C(C=C35)OCO6)C7=CC(=C(C(=C7)OC)O)OC)O)O. Drug 2: CC1=C(C=C(C=C1)C(=O)NC2=CC(=CC(=C2)C(F)(F)F)N3C=C(N=C3)C)NC4=NC=CC(=N4)C5=CN=CC=C5. Cell line: IGROV1. Synergy scores: CSS=23.4, Synergy_ZIP=-9.40, Synergy_Bliss=3.54, Synergy_Loewe=-1.66, Synergy_HSA=2.91. (5) Drug 1: C1CN1P(=S)(N2CC2)N3CC3. Drug 2: C1=CC=C(C=C1)NC(=O)CCCCCCC(=O)NO. Cell line: HCC-2998. Synergy scores: CSS=16.2, Synergy_ZIP=-3.28, Synergy_Bliss=5.43, Synergy_Loewe=2.01, Synergy_HSA=2.76. (6) Drug 1: CNC(=O)C1=NC=CC(=C1)OC2=CC=C(C=C2)NC(=O)NC3=CC(=C(C=C3)Cl)C(F)(F)F. Drug 2: C(CCl)NC(=O)N(CCCl)N=O. Cell line: NCI/ADR-RES. Synergy scores: CSS=7.53, Synergy_ZIP=-0.738, Synergy_Bliss=4.35, Synergy_Loewe=-0.426, Synergy_HSA=1.49. (7) Drug 1: CN1CCC(CC1)COC2=C(C=C3C(=C2)N=CN=C3NC4=C(C=C(C=C4)Br)F)OC. Drug 2: COC1=CC(=CC(=C1O)OC)C2C3C(COC3=O)C(C4=CC5=C(C=C24)OCO5)OC6C(C(C7C(O6)COC(O7)C8=CC=CS8)O)O. Cell line: EKVX. Synergy scores: CSS=50.9, Synergy_ZIP=-3.21, Synergy_Bliss=1.58, Synergy_Loewe=4.43, Synergy_HSA=4.80. (8) Drug 1: CCC1=CC2CC(C3=C(CN(C2)C1)C4=CC=CC=C4N3)(C5=C(C=C6C(=C5)C78CCN9C7C(C=CC9)(C(C(C8N6C)(C(=O)OC)O)OC(=O)C)CC)OC)C(=O)OC.C(C(C(=O)O)O)(C(=O)O)O. Drug 2: C1=CN(C=N1)CC(O)(P(=O)(O)O)P(=O)(O)O. Cell line: NCI-H522. Synergy scores: CSS=12.9, Synergy_ZIP=-11.9, Synergy_Bliss=-20.1, Synergy_Loewe=-37.7, Synergy_HSA=-18.0. (9) Drug 1: C#CCC(CC1=CN=C2C(=N1)C(=NC(=N2)N)N)C3=CC=C(C=C3)C(=O)NC(CCC(=O)O)C(=O)O. Drug 2: C1C(C(OC1N2C=NC3=C2NC=NCC3O)CO)O. Cell line: SK-MEL-28. Synergy scores: CSS=-1.34, Synergy_ZIP=1.15, Synergy_Bliss=-0.0317, Synergy_Loewe=0.631, Synergy_HSA=-2.79. (10) Synergy scores: CSS=64.4, Synergy_ZIP=-0.859, Synergy_Bliss=-2.12, Synergy_Loewe=2.84, Synergy_HSA=5.96. Cell line: UACC62. Drug 2: CC(C)(C#N)C1=CC=C(C=C1)N2C3=C4C=C(C=CC4=NC=C3N(C2=O)C)C5=CC6=CC=CC=C6N=C5. Drug 1: CC1=C2C(C(=O)C3(C(CC4C(C3C(C(C2(C)C)(CC1OC(=O)C(C(C5=CC=CC=C5)NC(=O)C6=CC=CC=C6)O)O)OC(=O)C7=CC=CC=C7)(CO4)OC(=O)C)O)C)OC(=O)C.